Dataset: Catalyst prediction with 721,799 reactions and 888 catalyst types from USPTO. Task: Predict which catalyst facilitates the given reaction. (1) Reactant: [Br:1][C:2]1[CH:3]=[CH:4][C:5]([F:32])=[C:6]([C:8]2([CH:29]([F:31])[F:30])[N:13](S(C3C=CC=CC=3[N+]([O-])=O)(=O)=O)[C:12](=[O:26])[C:11]([CH3:28])([CH3:27])[O:10][CH2:9]2)[CH:7]=1.C(O)(=O)CS.C(=O)([O-])[O-].[K+].[K+]. Product: [Br:1][C:2]1[CH:3]=[CH:4][C:5]([F:32])=[C:6]([C:8]2([CH:29]([F:31])[F:30])[NH:13][C:12](=[O:26])[C:11]([CH3:28])([CH3:27])[O:10][CH2:9]2)[CH:7]=1. The catalyst class is: 3. (2) Reactant: B(Br)(Br)Br.[Cl:5][C:6]1[CH:7]=[CH:8][C:9]([O:20]C)=[C:10]([C:12]2[CH:17]=[CH:16][CH:15]=[C:14]([C:18]#[N:19])[CH:13]=2)[CH:11]=1. Product: [Cl:5][C:6]1[CH:7]=[CH:8][C:9]([OH:20])=[C:10]([C:12]2[CH:17]=[CH:16][CH:15]=[C:14]([C:18]#[N:19])[CH:13]=2)[CH:11]=1. The catalyst class is: 4.